Dataset: Reaction yield outcomes from USPTO patents with 853,638 reactions. Task: Predict the reaction yield, written as a fraction of the theoretical maximum amount of product (1.0 means a 100% yield; for example, 0.34 means a 34% yield). (1) The reactants are C(O[C:9]([N:11]([CH2:13][C:14]1[C:22]2[C:17](=[CH:18][CH:19]=[CH:20][CH:21]=2)[N:16]([CH2:23][CH3:24])[CH:15]=1)C)=O)C1C=CC=CC=1.C(OC(N(CC1C2C(=CC=CC=2)N(CC2C=CC=CC=2)C=1)C)=O)C1C=CC=CC=1. No catalyst specified. The product is [CH2:23]([N:16]1[C:17]2[C:22](=[CH:21][CH:20]=[CH:19][CH:18]=2)[C:14]([CH2:13][NH:11][CH3:9])=[CH:15]1)[CH3:24]. The yield is 0.940. (2) The reactants are [Si]([O:8][CH2:9][C:10]1[N:14]2[C:15](=[O:42])[N:16]([CH:18]3[CH2:23][CH2:22][N:21]([C:24](=[O:41])[CH2:25][CH2:26][S:27]([C:30]4[CH:39]=[CH:38][C:37]5[C:32](=[CH:33][CH:34]=[C:35]([Cl:40])[CH:36]=5)[CH:31]=4)(=[O:29])=[O:28])[CH2:20][CH2:19]3)[CH2:17][C:13]2=[CH:12][N:11]=1)(C(C)(C)C)(C)C.C1COCC1.O. The catalyst is C(O)(=O)C. The product is [Cl:40][C:35]1[CH:36]=[C:37]2[C:32](=[CH:33][CH:34]=1)[CH:31]=[C:30]([S:27]([CH2:26][CH2:25][C:24]([N:21]1[CH2:20][CH2:19][CH:18]([N:16]3[CH2:17][C:13]4=[CH:12][N:11]=[C:10]([CH2:9][OH:8])[N:14]4[C:15]3=[O:42])[CH2:23][CH2:22]1)=[O:41])(=[O:28])=[O:29])[CH:39]=[CH:38]2. The yield is 0.550.